Predict which catalyst facilitates the given reaction. From a dataset of Catalyst prediction with 721,799 reactions and 888 catalyst types from USPTO. (1) Reactant: [F:1][C:2]1[CH:3]=[C:4]([CH:34]=[C:35]([F:37])[CH:36]=1)[CH2:5][C@H:6]([NH:26]C(=O)OC(C)(C)C)[C@H:7]([OH:25])[CH2:8][NH:9][C:10]1([C:16]2[CH:21]=[CH:20][CH:19]=[C:18]([CH:22]([CH3:24])[CH3:23])[CH:17]=2)[CH2:15][CH2:14][CH2:13][CH2:12][CH2:11]1.FC(F)(F)C(O)=O.[ClH:45]. Product: [ClH:45].[ClH:45].[NH2:26][C@@H:6]([CH2:5][C:4]1[CH:34]=[C:35]([F:37])[CH:36]=[C:2]([F:1])[CH:3]=1)[C@H:7]([OH:25])[CH2:8][NH:9][C:10]1([C:16]2[CH:21]=[CH:20][CH:19]=[C:18]([CH:22]([CH3:24])[CH3:23])[CH:17]=2)[CH2:11][CH2:12][CH2:13][CH2:14][CH2:15]1. The catalyst class is: 158. (2) Reactant: [CH2:1]([OH:15])[CH2:2][CH2:3][CH2:4][CH2:5][CH2:6][CH2:7][CH2:8][CH2:9][CH2:10][CH2:11][CH2:12][CH2:13][CH3:14].[C@H:16]1([OH:27])[C@H:25](O)[O:24][C@@H:18]2[CH:19]([OH:23])[C:20]([O:22][C@H:17]12)=[O:21]. Product: [CH2:1]([O:15][C@H:25]1[O:24][C@@H:18]2[C@@H:19]([C:20]([O:22][C@@H:17]2[C@H:16]1[OH:27])=[O:21])[OH:23])[CH2:2][CH2:3][CH2:4][CH2:5][CH2:6][CH2:7][CH2:8][CH2:9][CH2:10][CH2:11][CH2:12][CH2:13][CH3:14]. The catalyst class is: 7. (3) Reactant: [Br:1][C:2]1[CH:7]=[C:6]([Cl:8])[CH:5]=[C:4]([Cl:9])[C:3]=1[OH:10].C(=O)([O-])[O-].[K+].[K+].Cl[C:18]1[N:22]([CH3:23])[C:21]2[C:24]([CH:29]([CH2:32][CH3:33])[CH2:30][CH3:31])=[CH:25][CH:26]=[C:27]([Cl:28])[C:20]=2[N:19]=1. Product: [Br:1][C:2]1[CH:7]=[C:6]([Cl:8])[CH:5]=[C:4]([Cl:9])[C:3]=1[O:10][C:18]1[N:22]([CH3:23])[C:21]2[C:24]([CH:29]([CH2:32][CH3:33])[CH2:30][CH3:31])=[CH:25][CH:26]=[C:27]([Cl:28])[C:20]=2[N:19]=1. The catalyst class is: 35. (4) Reactant: [Cl:1][CH2:2][CH2:3][CH2:4][Si:5](Cl)(Cl)Cl.[CH2:9]([Mg]Cl)[C:10](=[CH2:12])[CH3:11]. Product: [Cl:1][CH2:2][CH2:3][CH2:4][Si:5]([CH2:11][C:10](=[CH2:9])[CH3:12])([CH2:12][C:10](=[CH2:11])[CH3:9])[CH2:9][C:10](=[CH2:12])[CH3:11]. The catalyst class is: 1. (5) Reactant: Br[C:2]1[CH:7]=[CH:6][N:5]2[C:8]3[CH:14]=[CH:13][CH:12]=[CH:11][C:9]=3[N:10]=[C:4]2[N:3]=1.Cl.[F:16][CH2:17][CH2:18][NH2:19].C(N(CC)CC)C. Product: [F:16][CH2:17][CH2:18][NH:19][C:2]1[CH:7]=[CH:6][N:5]2[C:8]3[CH:14]=[CH:13][CH:12]=[CH:11][C:9]=3[N:10]=[C:4]2[N:3]=1. The catalyst class is: 3. (6) Reactant: [F:1][C:2]1[C:3]([NH:20][CH3:21])=[N:4][C:5]([NH:8][C:9]2[CH:17]=[CH:16][C:12]([C:13]([OH:15])=O)=[CH:11][C:10]=2[O:18][CH3:19])=[N:6][CH:7]=1.[NH:22]1[CH2:27][CH2:26][O:25][CH2:24][CH2:23]1.CN(C(ON1N=NC2C=CC=NC1=2)=[N+](C)C)C.F[P-](F)(F)(F)(F)F.C(N(C(C)C)CC)(C)C. Product: [F:1][C:2]1[C:3]([NH:20][CH3:21])=[N:4][C:5]([NH:8][C:9]2[CH:17]=[CH:16][C:12]([C:13]([N:22]3[CH2:27][CH2:26][O:25][CH2:24][CH2:23]3)=[O:15])=[CH:11][C:10]=2[O:18][CH3:19])=[N:6][CH:7]=1. The catalyst class is: 508.